This data is from Catalyst prediction with 721,799 reactions and 888 catalyst types from USPTO. The task is: Predict which catalyst facilitates the given reaction. (1) Reactant: [Cl:1][C:2]1[CH:7]=[C:6](I)[C:5]([F:9])=[CH:4][N:3]=1.[F:10][C:11]1[C:16]2[CH:17]=[CH:18][O:19][C:15]=2[C:14](B(O)O)=[CH:13][CH:12]=1.C(=O)([O-])[O-].[K+].[K+].COCCOC. Product: [Cl:1][C:2]1[CH:7]=[C:6]([C:14]2[C:15]3[O:19][CH:18]=[CH:17][C:16]=3[C:11]([F:10])=[CH:12][CH:13]=2)[C:5]([F:9])=[CH:4][N:3]=1. The catalyst class is: 84. (2) Reactant: [F:1][C:2]([F:7])([F:6])[C:3]([OH:5])=[O:4].C(OC([N:15]1[CH2:24][CH2:23][C:22]2[N:21]=[CH:20][C:19]([N+:25]([O-:27])=[O:26])=[CH:18][C:17]=2[CH2:16]1)=O)(C)(C)C. Product: [F:1][C:2]([F:7])([F:6])[C:3]([O-:5])=[O:4].[N+:25]([C:19]1[CH:20]=[N:21][C:22]2[CH2:23][CH2:24][NH2+:15][CH2:16][C:17]=2[CH:18]=1)([O-:27])=[O:26]. The catalyst class is: 2. (3) Reactant: C(OC([N:8]1[C@H:12]([C:13]2[S:14][C:15]([C:18]3[CH:23]=[CH:22][CH:21]=[C:20]([Br:24])[N:19]=3)=[CH:16][N:17]=2)[CH2:11][O:10]C1(C)C)=O)(C)(C)C.C(OCC)(=O)C.[ClH:33]. Product: [ClH:33].[ClH:33].[NH2:8][C@H:12]([C:13]1[S:14][C:15]([C:18]2[CH:23]=[CH:22][CH:21]=[C:20]([Br:24])[N:19]=2)=[CH:16][N:17]=1)[CH2:11][OH:10]. The catalyst class is: 7. (4) Reactant: [O:1]=[C:2]1[CH:6]([NH:7][C:8]2[CH:13]=[CH:12][C:11]([NH:14][C:15](=[O:21])[O:16][C:17]([CH3:20])([CH3:19])[CH3:18])=[CH:10][CH:9]=2)[CH2:5][CH2:4][O:3]1.C=O.[C:24](O[BH-](OC(=O)C)OC(=O)C)(=O)C.[Na+]. Product: [NH2:14][C:11]1[CH:10]=[CH:9][C:8]([N:7]([CH3:24])[CH:6]2[CH2:5][CH2:4][O:3][C:2]2=[O:1])=[CH:13][CH:12]=1.[CH3:24][N:7]([CH:6]1[CH2:5][CH2:4][O:3][C:2]1=[O:1])[C:8]1[CH:9]=[CH:10][C:11]([NH:14][C:15](=[O:21])[O:16][C:17]([CH3:18])([CH3:20])[CH3:19])=[CH:12][CH:13]=1. The catalyst class is: 91. (5) Reactant: C[O:2][C:3](=[O:25])[C:4]1[C:5](=[C:10]([NH:14][C:15]2[CH:20]=[CH:19][C:18]([O:21][CH3:22])=[C:17]([O:23][CH3:24])[CH:16]=2)[CH:11]=[CH:12][CH:13]=1)[C:6]([O:8]C)=[O:7].[OH-].[Na+]. Product: [CH3:24][O:23][C:17]1[CH:16]=[C:15]([NH:14][C:10]2[CH:11]=[CH:12][CH:13]=[C:4]([C:3]([OH:25])=[O:2])[C:5]=2[C:6]([OH:8])=[O:7])[CH:20]=[CH:19][C:18]=1[O:21][CH3:22]. The catalyst class is: 8. (6) Reactant: [O:1]=[C:2]1[O:6][CH2:5][C@:4]2([CH2:10][CH2:9][C@H:8]([C:11]3[CH:12]=[C:13]4[C:18](=[CH:19][CH:20]=3)[CH2:17][C@H:16]([CH:21]=[O:22])[CH2:15][CH2:14]4)[CH2:7]2)[NH:3]1.[CH3:23][Mg]Br. Product: [OH:22][C@H:21]([C@@H:16]1[CH2:15][CH2:14][C:13]2[CH:12]=[C:11]([C@H:8]3[CH2:9][CH2:10][C@@:4]4([NH:3][C:2](=[O:1])[O:6][CH2:5]4)[CH2:7]3)[CH:20]=[CH:19][C:18]=2[CH2:17]1)[CH3:23]. The catalyst class is: 1. (7) Reactant: [S:1]1[C:5]2[CH:6]=[CH:7][C:8]([NH:10][C:11]3[C:20]4[C:15](=[CH:16][C:17]([OH:28])=[C:18]([S:21]([C:24]([CH3:27])([CH3:26])[CH3:25])(=[O:23])=[O:22])[CH:19]=4)[N:14]=[CH:13][N:12]=3)=[CH:9][C:4]=2[N:3]=[CH:2]1.C1N2CCN(CC2)C1.[C:37]([O:41][CH3:42])(=[O:40])[C:38]#[CH:39]. Product: [S:1]1[C:5]2[CH:6]=[CH:7][C:8]([NH:10][C:11]3[C:20]4[C:15](=[CH:16][C:17]([O:28]/[CH:39]=[CH:38]/[C:37]([O:41][CH3:42])=[O:40])=[C:18]([S:21]([C:24]([CH3:25])([CH3:27])[CH3:26])(=[O:22])=[O:23])[CH:19]=4)[N:14]=[CH:13][N:12]=3)=[CH:9][C:4]=2[N:3]=[CH:2]1. The catalyst class is: 1. (8) Reactant: [C:1]([O:5][C:6]([C:8]1([C:13]([O:15]C(C)(C)C)=[O:14])[CH2:10][CH:9]1[CH2:11][CH3:12])=[O:7])([CH3:4])([CH3:3])[CH3:2].CC(C)([O-])C.[K+]. Product: [C:1]([O:5][C:6]([C:8]1([C:13]([OH:15])=[O:14])[CH2:10][CH:9]1[CH2:11][CH3:12])=[O:7])([CH3:2])([CH3:3])[CH3:4]. The catalyst class is: 316.